Dataset: Reaction yield outcomes from USPTO patents with 853,638 reactions. Task: Predict the reaction yield, written as a fraction of the theoretical maximum amount of product (1.0 means a 100% yield; for example, 0.34 means a 34% yield). (1) The reactants are [C-:1]#[N:2].[Na+].[NH2:4][C:5]1[CH:10]=[CH:9][C:8]([CH3:11])=[CH:7][CH:6]=1.[CH3:12][N:13]1[CH2:18][CH2:17][C:16](=O)[CH2:15][CH2:14]1.ClCCl. The catalyst is C(O)(=O)C.CC(C)=O. The product is [CH3:12][N:13]1[CH2:18][CH2:17][C:16]([NH:4][C:5]2[CH:10]=[CH:9][C:8]([CH3:11])=[CH:7][CH:6]=2)([C:1]#[N:2])[CH2:15][CH2:14]1. The yield is 0.630. (2) The reactants are [CH3:1][O:2][N:3]([CH3:21])[C:4]([C@@H:6]1[CH2:10][S:9][C:8](=[O:11])[N:7]1[CH2:12][C:13]1[CH:18]=[CH:17][C:16]([O:19][CH3:20])=[CH:15][CH:14]=1)=[O:5].C(OC(C)C)(=O)C.COC1C=CC(CN2C(C(O)=O)CSC2=O)=CC=1.CN1CCOCC1.C(Cl)(=O)C(C)(C)C.CONC. The catalyst is CCCCCCC. The product is [CH3:1][O:2][N:3]([CH3:21])[C:4]([CH:6]1[CH2:10][S:9][C:8](=[O:11])[N:7]1[CH2:12][C:13]1[CH:18]=[CH:17][C:16]([O:19][CH3:20])=[CH:15][CH:14]=1)=[O:5]. The yield is 0.700. (3) The reactants are [CH:1]1([CH2:6][CH:7]([N:11]2[C:16](=[O:17])[CH:15]=[C:14]([O:18][C:19]3[CH:24]=[CH:23][CH:22]=[CH:21][C:20]=3[C:25]([F:28])([F:27])[F:26])[CH:13]=[N:12]2)[C:8]([OH:10])=O)[CH2:5][CH2:4][CH2:3][CH2:2]1.[CH3:29][N:30]1[CH:34]=[CH:33][C:32]([NH2:35])=[N:31]1. No catalyst specified. The product is [CH:1]1([CH2:6][CH:7]([N:11]2[C:16](=[O:17])[CH:15]=[C:14]([O:18][C:19]3[CH:24]=[CH:23][CH:22]=[CH:21][C:20]=3[C:25]([F:28])([F:27])[F:26])[CH:13]=[N:12]2)[C:8]([NH:35][C:32]2[CH:33]=[CH:34][N:30]([CH3:29])[N:31]=2)=[O:10])[CH2:5][CH2:4][CH2:3][CH2:2]1. The yield is 0.650.